From a dataset of Catalyst prediction with 721,799 reactions and 888 catalyst types from USPTO. Predict which catalyst facilitates the given reaction. Reactant: [C:1]1([C:7]2[CH:12]=[CH:11][CH:10]=[CH:9][CH:8]=2)[CH:6]=[CH:5][CH:4]=[CH:3][CH:2]=1.[C:13](Cl)([CH3:16])([CH3:15])[CH3:14]. Product: [C:13]([C:4]1[CH:5]=[CH:6][C:1]([C:7]2[CH:8]=[CH:9][C:10]([C:1]([CH3:7])([CH3:6])[CH3:2])=[CH:11][CH:12]=2)=[CH:2][CH:3]=1)([CH3:16])([CH3:15])[CH3:14]. The catalyst class is: 4.